From a dataset of Full USPTO retrosynthesis dataset with 1.9M reactions from patents (1976-2016). Predict the reactants needed to synthesize the given product. (1) Given the product [N:1]1([C:7](=[O:24])[CH2:8][CH:9]([CH2:13][S:14]([CH2:17][C:18]2[CH:23]=[CH:22][CH:21]=[CH:20][CH:19]=2)(=[O:16])=[O:15])[C:10]([NH:25][C@H:26]([C:27]([C:29]2[N:33]=[C:32]([C:34]3[CH:39]=[CH:38][CH:37]=[CH:36][CH:35]=3)[O:31][N:30]=2)=[O:28])[CH2:40][CH3:41])=[O:12])[CH2:2][CH2:3][O:4][CH2:5][CH2:6]1, predict the reactants needed to synthesize it. The reactants are: [N:1]1([C:7](=[O:24])[CH2:8][CH:9]([CH2:13][S:14]([CH2:17][C:18]2[CH:23]=[CH:22][CH:21]=[CH:20][CH:19]=2)(=[O:16])=[O:15])[C:10]([OH:12])=O)[CH2:6][CH2:5][O:4][CH2:3][CH2:2]1.[NH2:25][CH:26]([CH2:40][CH3:41])[C@@H:27]([C:29]1[N:33]=[C:32]([C:34]2[CH:39]=[CH:38][CH:37]=[CH:36][CH:35]=2)[O:31][N:30]=1)[OH:28]. (2) Given the product [Cl:26][C:27]1[CH:32]=[CH:31][CH:30]=[CH:29][C:28]=1[NH:33][C:34]([NH:1][C:2]1[CH:7]=[CH:6][C:5]([C:8]2[CH:9]=[CH:10][C:11]([C:14](=[O:25])[CH2:15][C:16]3([C:21]([OH:23])=[O:22])[CH2:17][CH2:18][CH2:19][CH2:20]3)=[CH:12][CH:13]=2)=[CH:4][CH:3]=1)=[O:35], predict the reactants needed to synthesize it. The reactants are: [NH2:1][C:2]1[CH:7]=[CH:6][C:5]([C:8]2[CH:13]=[CH:12][C:11]([C:14](=[O:25])[CH2:15][C:16]3([C:21]([O:23]C)=[O:22])[CH2:20][CH2:19][CH2:18][CH2:17]3)=[CH:10][CH:9]=2)=[CH:4][CH:3]=1.[Cl:26][C:27]1[CH:32]=[CH:31][CH:30]=[CH:29][C:28]=1[N:33]=[C:34]=[O:35].[OH-].[Na+]. (3) Given the product [CH2:21]([O:20][C:18](=[O:19])[C:17]1[CH:23]=[CH:24][C:14]([C:11](=[O:13])[CH2:12][CH2:2][C:3](=[O:4])[C:5]2[CH:10]=[CH:9][CH:8]=[CH:7][CH:6]=2)=[CH:15][CH:16]=1)[CH3:22], predict the reactants needed to synthesize it. The reactants are: Br[CH2:2][C:3]([C:5]1[CH:10]=[CH:9][CH:8]=[CH:7][CH:6]=1)=[O:4].[C:11]([C:14]1[CH:24]=[CH:23][C:17]([C:18]([O:20][CH2:21][CH3:22])=[O:19])=[CH:16][CH:15]=1)(=[O:13])[CH3:12]. (4) Given the product [Cl:1][C:2]1[CH:3]=[C:4]([CH:5]=[CH:6][C:7]([NH:35][C:33]2[CH:32]=[CH:31][C:29]3[N:30]=[C:26]([N:23]4[CH2:24][CH2:25][CH:21]([N:20]([CH3:36])[CH3:19])[CH2:22]4)[S:27][C:28]=3[CH:34]=2)=[O:9])[CH:10]=[CH:11][CH:12]=1, predict the reactants needed to synthesize it. The reactants are: [Cl:1][C:2]1[CH:3]=[C:4]([CH:10]=[CH:11][CH:12]=1)[CH:5]=[CH:6][C:7]([OH:9])=O.C(Cl)(=O)C(Cl)=O.[CH3:19][N:20]([CH3:36])[CH:21]1[CH2:25][CH2:24][N:23]([C:26]2[S:27][C:28]3[CH:34]=[C:33]([NH2:35])[CH:32]=[CH:31][C:29]=3[N:30]=2)[CH2:22]1. (5) Given the product [CH2:18]([N:8]([C:7]1[C:2]([Br:1])=[N:3][C:4]([F:15])=[CH:5][CH:6]=1)[C:9](=[O:14])[C:10]([F:12])([F:13])[F:11])[CH:17]=[CH2:16], predict the reactants needed to synthesize it. The reactants are: [Br:1][C:2]1[C:7]([NH:8][C:9](=[O:14])[C:10]([F:13])([F:12])[F:11])=[CH:6][CH:5]=[C:4]([F:15])[N:3]=1.[CH2:16](Br)[CH:17]=[CH2:18].C(=O)([O-])[O-].[Na+].[Na+]. (6) The reactants are: Cl.[Cl:2][C:3]1[CH:4]=[CH:5][C:6]([S:11]([CH2:14][CH3:15])(=[O:13])=[O:12])=[C:7]([CH:10]=1)[CH2:8][NH2:9].[Cl:16][C:17]1[CH:18]=[C:19]([CH:23]=[C:24]([C:39]([F:42])([F:41])[F:40])[C:25]=1[CH2:26][N:27]1[CH2:30][C:29]([NH:31][C:32]([O:34][C:35]([CH3:38])([CH3:37])[CH3:36])=[O:33])=[CH:28]1)[C:20](O)=[O:21].CC(OC(N1CCN(CC2C=CC(C([O-])=O)=CC=2C(F)(F)F)CC1)=O)(C)C. Given the product [Cl:16][C:17]1[CH:18]=[C:19]([C:20](=[O:21])[NH:9][CH2:8][C:7]2[CH:10]=[C:3]([Cl:2])[CH:4]=[CH:5][C:6]=2[S:11]([CH2:14][CH3:15])(=[O:13])=[O:12])[CH:23]=[C:24]([C:39]([F:41])([F:40])[F:42])[C:25]=1[CH2:26][N:27]1[CH2:28][CH:29]([NH:31][C:32](=[O:33])[O:34][C:35]([CH3:37])([CH3:36])[CH3:38])[CH2:30]1, predict the reactants needed to synthesize it. (7) The reactants are: Cl[C:2]1[N:7]=[CH:6][C:5]2[N:8]=[CH:9][N:10]([CH3:11])[C:4]=2[CH:3]=1.[C:12]([O:16][C:17]([N:19]1[CH2:22][CH:21]([C:23]2[CH:28]=[C:27]([CH2:29][CH3:30])[C:26]([NH2:31])=[CH:25][N:24]=2)[CH2:20]1)=[O:18])([CH3:15])([CH3:14])[CH3:13].C([O-])([O-])=O.[Cs+].[Cs+].C1C=CC(P(C2C(C3C(P(C4C=CC=CC=4)C4C=CC=CC=4)=CC=C4C=3C=CC=C4)=C3C(C=CC=C3)=CC=2)C2C=CC=CC=2)=CC=1. Given the product [C:12]([O:16][C:17]([N:19]1[CH2:22][CH:21]([C:23]2[CH:28]=[C:27]([CH2:29][CH3:30])[C:26]([NH:31][C:2]3[N:7]=[CH:6][C:5]4[N:8]=[CH:9][N:10]([CH3:11])[C:4]=4[CH:3]=3)=[CH:25][N:24]=2)[CH2:20]1)=[O:18])([CH3:15])([CH3:14])[CH3:13], predict the reactants needed to synthesize it. (8) Given the product [O:1]([CH2:8][C:9]1[CH:10]=[CH:11][C:12]([CH2:13][CH2:14][C:15]([O:17][C:18]([CH3:21])([CH3:20])[CH3:19])=[O:16])=[CH:22][CH:23]=1)[C:2]1[CH:3]=[CH:4][CH:5]=[CH:6][CH:7]=1, predict the reactants needed to synthesize it. The reactants are: [O:1]([CH2:8][C:9]1[CH:23]=[CH:22][C:12]([CH:13]=[CH:14][C:15]([O:17][C:18]([CH3:21])([CH3:20])[CH3:19])=[O:16])=[CH:11][CH:10]=1)[C:2]1[CH:7]=[CH:6][CH:5]=[CH:4][CH:3]=1.[Na].